Dataset: Catalyst prediction with 721,799 reactions and 888 catalyst types from USPTO. Task: Predict which catalyst facilitates the given reaction. (1) Reactant: [NH2:1][C:2]1[CH:7]=[CH:6][C:5]([N:8]2[CH2:13][CH2:12][C:11](=O)[CH2:10][CH2:9]2)=[CH:4][CH:3]=1.Cl.[O:16]([NH2:18])[CH3:17]. Product: [CH3:17][O:16][N:18]=[C:11]1[CH2:12][CH2:13][N:8]([C:5]2[CH:6]=[CH:7][C:2]([NH2:1])=[CH:3][CH:4]=2)[CH2:9][CH2:10]1. The catalyst class is: 5. (2) Reactant: [CH3:1][S:2]([C:5]1[C:6]([C:15](Cl)=[O:16])=[N:7][CH:8]=[C:9]([C:11]([F:14])([F:13])[F:12])[CH:10]=1)(=[O:4])=[O:3].[CH3:18][NH:19][C:20]1[CH:21]=[N:22][C:23]([C:27]([F:30])([F:29])[F:28])=[CH:24][C:25]=1[NH2:26]. Product: [CH3:18][NH:19][C:20]1[C:25]([NH:26][C:15]([C:6]2[C:5]([S:2]([CH3:1])(=[O:4])=[O:3])=[CH:10][C:9]([C:11]([F:14])([F:13])[F:12])=[CH:8][N:7]=2)=[O:16])=[CH:24][C:23]([C:27]([F:28])([F:29])[F:30])=[N:22][CH:21]=1. The catalyst class is: 93. (3) The catalyst class is: 9. Product: [Br:1][C:2]1[C:7]([CH3:8])=[CH:6][C:5]([O:9][CH2:24][CH2:25][C@H:26]([OH:28])[CH3:27])=[CH:4][C:3]=1[CH3:10]. Reactant: [Br:1][C:2]1[C:7]([CH3:8])=[CH:6][C:5]([OH:9])=[CH:4][C:3]=1[CH3:10].[H-].[Na+].CC1C=CC(S(O[CH2:24][CH2:25][C@H:26]([OH:28])[CH3:27])(=O)=O)=CC=1.[Cl-].[NH4+]. (4) Reactant: [Cl:1][C:2]1[N:7]=[CH:6][C:5]([S:8][C:9]2[N:13]([C:14]3[CH:19]=[CH:18][CH:17]=[C:16]([CH3:20])[C:15]=3[F:21])[N:12]=[C:11]([C:22](OCC)=[O:23])[CH:10]=2)=[CH:4][CH:3]=1.[CH3:27][NH2:28].CO. Product: [Cl:1][C:2]1[N:7]=[CH:6][C:5]([S:8][C:9]2[N:13]([C:14]3[CH:19]=[CH:18][CH:17]=[C:16]([CH3:20])[C:15]=3[F:21])[N:12]=[C:11]([C:22]([NH:28][CH3:27])=[O:23])[CH:10]=2)=[CH:4][CH:3]=1. The catalyst class is: 5. (5) Reactant: [Cl:1][C:2]1[C:7]([Cl:8])=[CH:6][CH:5]=[CH:4][C:3]=1/[CH:9]=[N:10]/[CH3:11].[Cl:12][C:13]1[CH:18]=[CH:17][C:16](/[C:19](=[CH:22]/[CH2:23][C:24]([CH3:27])([CH3:26])[CH3:25])/[C:20]#[N:21])=[C:15]([F:28])[CH:14]=1.[OH-].[K+]. Product: [Cl:12][C:13]1[CH:18]=[CH:17][C:16]([C:19]2([C:20]#[N:21])[CH:22]([CH2:23][C:24]([CH3:25])([CH3:26])[CH3:27])[CH2:11][NH:10][CH:9]2[C:3]2[CH:4]=[CH:5][CH:6]=[C:7]([Cl:8])[C:2]=2[Cl:1])=[C:15]([F:28])[CH:14]=1. The catalyst class is: 16. (6) Reactant: [Br:1][C:2]1[CH:3]=[CH:4][C:5]2[N:9]=[C:8](C(Cl)(Cl)Cl)[N:7]([C:14]3[CH:19]=[CH:18][N:17]=[C:16]([NH2:20])[N:15]=3)[C:6]=2[CH:21]=1.[OH:22][CH:23]1[CH2:26][N:25]([C:27]([O:29][C:30]([CH3:33])([CH3:32])[CH3:31])=[O:28])[CH2:24]1.C(=O)([O-])[O-].[Cs+].[Cs+]. Product: [NH2:20][C:16]1[N:15]=[C:14]([N:7]2[C:6]3[CH:21]=[C:2]([Br:1])[CH:3]=[CH:4][C:5]=3[N:9]=[C:8]2[O:22][CH:23]2[CH2:24][N:25]([C:27]([O:29][C:30]([CH3:33])([CH3:32])[CH3:31])=[O:28])[CH2:26]2)[CH:19]=[CH:18][N:17]=1. The catalyst class is: 9.